From a dataset of Catalyst prediction with 721,799 reactions and 888 catalyst types from USPTO. Predict which catalyst facilitates the given reaction. (1) Product: [CH2:39]([O:10][C:11]1[CH:12]=[CH:13][C:14]2[C:15](=[O:38])[CH:16]3[C:33]4[C:28](=[CH:29][C:30]([O:36][CH3:37])=[C:31]([O:34][CH3:35])[CH:32]=4)[O:27][CH2:26][CH:17]3[O:18][C:19]=2[C:20]=1[CH2:21][CH:22]=[C:23]([CH3:25])[CH3:24])[C:40]1[CH:45]=[CH:44][CH:43]=[CH:42][CH:41]=1. The catalyst class is: 6. Reactant: C(=O)([O-])[O-].[Cs+].[Cs+].C(#N)C.[OH:10][C:11]1[CH:12]=[CH:13][C:14]2[C:15](=[O:38])[C@H:16]3[C:33]4[C:28](=[CH:29][C:30]([O:36][CH3:37])=[C:31]([O:34][CH3:35])[CH:32]=4)[O:27][CH2:26][C@H:17]3[O:18][C:19]=2[C:20]=1[CH2:21][CH:22]=[C:23]([CH3:25])[CH3:24].[CH2:39](Br)[C:40]1[CH:45]=[CH:44][CH:43]=[CH:42][CH:41]=1. (2) Reactant: [CH:1]1([CH2:4][O:5][C:6]2[CH:11]=[CH:10][C:9]([S:12]([CH3:15])(=[O:14])=[O:13])=[CH:8][C:7]=2[C:16]2[CH:17]=[CH:18][C:19](=[O:23])[N:20]([CH3:22])[CH:21]=2)[CH2:3][CH2:2]1.[I:24]N1C(=O)CCC1=O. Product: [CH:1]1([CH2:4][O:5][C:6]2[CH:11]=[CH:10][C:9]([S:12]([CH3:15])(=[O:14])=[O:13])=[CH:8][C:7]=2[C:16]2[CH:17]=[C:18]([I:24])[C:19](=[O:23])[N:20]([CH3:22])[CH:21]=2)[CH2:3][CH2:2]1. The catalyst class is: 3. (3) Reactant: [CH2:1]([O:3][C:4]([C:6]1[CH:10]=[C:9]([Br:11])[S:8][C:7]=1Br)=[O:5])[CH3:2].N[C:14]1[CH:19]=[CH:18][CH:17]=[CH:16][C:15]=1[SH:20].C(=O)([O-])[O-].[Cs+].[Cs+].C1CCCCC1.C(OCC)(=O)C.C[N:40](C=O)C. Product: [CH2:1]([O:3][C:4]([C:6]1[CH:10]=[C:9]([Br:11])[S:8][C:7]=1[SH:20]([NH2:40])[C:15]1[CH:16]=[CH:17][CH:18]=[CH:19][CH:14]=1)=[O:5])[CH3:2]. The catalyst class is: 6.